Dataset: Full USPTO retrosynthesis dataset with 1.9M reactions from patents (1976-2016). Task: Predict the reactants needed to synthesize the given product. (1) Given the product [C:1]([O:5][C@@H:6]([C:10]1[C:19]([CH3:20])=[CH:18][C:17]2[C:12](=[CH:13][CH:14]=[C:15]([C:21]3[N:22]([CH3:23])[CH:39]=[N:40][CH:26]=3)[CH:16]=2)[C:11]=1[C:27]1[CH:32]=[CH:31][C:30]([Cl:33])=[CH:29][CH:28]=1)[C:7]([OH:9])=[O:8])([CH3:2])([CH3:3])[CH3:4], predict the reactants needed to synthesize it. The reactants are: [C:1]([O:5][C@@H:6]([C:10]1[C:19]([CH3:20])=[CH:18][C:17]2[C:12](=[CH:13][CH:14]=[C:15]([C:21]3[CH:26]=CC=[CH:23][N:22]=3)[CH:16]=2)[C:11]=1[C:27]1[CH:32]=[CH:31][C:30]([Cl:33])=[CH:29][CH:28]=1)[C:7]([OH:9])=[O:8])([CH3:4])([CH3:3])[CH3:2].C([Sn](CCCC)(CCCC)[C:39]1C=CC=C[N:40]=1)CCC. (2) Given the product [NH2:24][C:25]1[CH:34]=[C:33]([N:14]2[CH2:15][CH2:16][C@@H:12]([C:9]3([NH2:8])[CH2:10][CH2:11]3)[CH2:13]2)[C:32]([CH3:36])=[C:31]2[C:26]=1[C:27](=[O:44])[C:28]([C:41]([OH:43])=[O:42])=[CH:29][N:30]2[C@@H:37]1[CH2:39][C@@H:38]1[F:40], predict the reactants needed to synthesize it. The reactants are: C(OC([NH:8][C:9]1([C@@H:12]2[CH2:16][CH2:15][NH:14][CH2:13]2)[CH2:11][CH2:10]1)=O)(C)(C)C.C(N(CC)CC)C.[NH2:24][C:25]1[CH:34]=[C:33](F)[C:32]([CH3:36])=[C:31]2[C:26]=1[C:27](=[O:44])[C:28]([C:41]([OH:43])=[O:42])=[CH:29][N:30]2[C@@H:37]1[CH2:39][C@@H:38]1[F:40].Cl. (3) Given the product [CH3:9][O:8][C:6]1[N:5]=[C:4]([S:10][CH3:11])[N:3]=[C:2]([NH:25][C@@H:21]2[CH2:22][CH2:23][CH2:24][N:19]([C:12]([O:14][C:15]([CH3:18])([CH3:17])[CH3:16])=[O:13])[CH2:20]2)[CH:7]=1, predict the reactants needed to synthesize it. The reactants are: Cl[C:2]1[CH:7]=[C:6]([O:8][CH3:9])[N:5]=[C:4]([S:10][CH3:11])[N:3]=1.[C:12]([N:19]1[CH2:24][CH2:23][CH2:22][C@@H:21]([NH2:25])[CH2:20]1)([O:14][C:15]([CH3:18])([CH3:17])[CH3:16])=[O:13]. (4) Given the product [C:5]([O:9][C:10](=[O:44])[NH:11][CH2:12][C:13]1[CH:18]=[CH:17][CH:16]=[C:15]2[N:19]([C:34]3[C:35]4[C@H:42]([CH3:43])[CH2:41][CH2:40][C:36]=4[N:37]=[CH:38][N:39]=3)[CH2:20][C:21]3([CH2:22][CH2:23][NH:24][CH2:25][CH2:26]3)[C:14]=12)([CH3:8])([CH3:6])[CH3:7], predict the reactants needed to synthesize it. The reactants are: C([O-])=O.[NH4+].[C:5]([O:9][C:10](=[O:44])[NH:11][CH2:12][C:13]1[CH:18]=[CH:17][CH:16]=[C:15]2[N:19]([C:34]3[C:35]4[C@H:42]([CH3:43])[CH2:41][CH2:40][C:36]=4[N:37]=[CH:38][N:39]=3)[CH2:20][C:21]3([CH2:26][CH2:25][N:24](CC4C=CC=CC=4)[CH2:23][CH2:22]3)[C:14]=12)([CH3:8])([CH3:7])[CH3:6]. (5) Given the product [Cl:20][C:7]1[C:6]2[C:11](=[CH:12][C:13]([O:14][CH2:15][CH3:16])=[C:4]([O:3][CH2:1][CH3:2])[CH:5]=2)[N:10]=[CH:9][N:8]=1, predict the reactants needed to synthesize it. The reactants are: [CH2:1]([O:3][C:4]1[CH:5]=[C:6]2[C:11](=[CH:12][C:13]=1[O:14][CH2:15][CH3:16])[N:10]=[CH:9][NH:8][C:7]2=O)[CH3:2].O=P(Cl)(Cl)[Cl:20].